This data is from Peptide-MHC class I binding affinity with 185,985 pairs from IEDB/IMGT. The task is: Regression. Given a peptide amino acid sequence and an MHC pseudo amino acid sequence, predict their binding affinity value. This is MHC class I binding data. (1) The peptide sequence is IPMVTQIAM. The MHC is HLA-B07:02 with pseudo-sequence HLA-B07:02. The binding affinity (normalized) is 0.875. (2) The peptide sequence is NTFVNFNSV. The MHC is HLA-A33:01 with pseudo-sequence HLA-A33:01. The binding affinity (normalized) is 0.122. (3) The peptide sequence is IISTLNKIL. The MHC is HLA-A02:06 with pseudo-sequence HLA-A02:06. The binding affinity (normalized) is 0.270. (4) The peptide sequence is HDWHLDPPF. The MHC is HLA-B44:02 with pseudo-sequence HLA-B44:02. The binding affinity (normalized) is 0.0916.